From a dataset of Forward reaction prediction with 1.9M reactions from USPTO patents (1976-2016). Predict the product of the given reaction. (1) Given the reactants [CH3:1][O:2][C:3](=[O:34])[C:4]([N:6]([CH2:18][C:19]1[CH:24]=[CH:23][CH:22]=[CH:21][C:20]=1[NH:25][C:26](=[O:33])[C:27]1[CH:32]=[CH:31][CH:30]=[CH:29][CH:28]=1)[S:7]([C:10]1[CH:15]=[CH:14][C:13]([O:16][CH3:17])=[CH:12][CH:11]=1)(=[O:9])=[O:8])=[CH2:5].C(=O)(O)[O-].[Na+], predict the reaction product. The product is: [CH3:1][O:2][C:3]([CH:4]1[N:6]([S:7]([C:10]2[CH:11]=[CH:12][C:13]([O:16][CH3:17])=[CH:14][CH:15]=2)(=[O:9])=[O:8])[CH2:18][C:19]2[CH:24]=[CH:23][CH:22]=[CH:21][C:20]=2[N:25]([C:26](=[O:33])[C:27]2[CH:28]=[CH:29][CH:30]=[CH:31][CH:32]=2)[CH2:5]1)=[O:34]. (2) Given the reactants C[O:2][C:3](=[O:34])[CH2:4][O:5][C:6]1[CH:11]=[C:10]([Cl:12])[C:9]([S:13][CH2:14][C:15]2[CH:20]=[CH:19][C:18]([O:21][CH2:22][C:23]3[CH:28]=[CH:27][C:26]([C:29]([F:32])([F:31])[F:30])=[CH:25][CH:24]=3)=[CH:17][CH:16]=2)=[CH:8][C:7]=1[CH3:33].[K+].[Br-], predict the reaction product. The product is: [Cl:12][C:10]1[C:9]([S:13][CH2:14][C:15]2[CH:16]=[CH:17][C:18]([O:21][CH2:22][C:23]3[CH:24]=[CH:25][C:26]([C:29]([F:30])([F:31])[F:32])=[CH:27][CH:28]=3)=[CH:19][CH:20]=2)=[CH:8][C:7]([CH3:33])=[C:6]([CH:11]=1)[O:5][CH2:4][C:3]([OH:34])=[O:2]. (3) Given the reactants N#N.C[O:4][C:5]1[CH:6]=[C:7]([C:15]2[C:16]([C:21]([NH:23][C:24]3[CH:29]=[CH:28][CH:27]=[CH:26][C:25]=3[C:30]3[S:34][C:33]([CH2:35][C:36]([OH:38])=[O:37])=[CH:32][CH:31]=3)=[O:22])=[CH:17][CH:18]=[CH:19][CH:20]=2)[CH:8]=[C:9]([O:13]C)[C:10]=1[O:11]C.B(Br)(Br)Br.O, predict the reaction product. The product is: [OH:4][C:5]1[CH:6]=[C:7]([C:15]2[C:16]([C:21]([NH:23][C:24]3[CH:29]=[CH:28][CH:27]=[CH:26][C:25]=3[C:30]3[S:34][C:33]([CH2:35][C:36]([OH:38])=[O:37])=[CH:32][CH:31]=3)=[O:22])=[CH:17][CH:18]=[CH:19][CH:20]=2)[CH:8]=[C:9]([OH:13])[C:10]=1[OH:11]. (4) The product is: [O:48]1[CH2:52][CH2:51][CH:50]([CH2:53][NH:54][C:14]([C:11]2[CH:10]=[C:9]([CH2:8][O:7][CH2:6][C:5]3[CH:4]=[CH:3][C:2]([Cl:1])=[CH:18][CH:17]=3)[O:13][N:12]=2)=[O:16])[CH2:49]1. Given the reactants [Cl:1][C:2]1[CH:18]=[CH:17][C:5]([CH2:6][O:7][CH2:8][C:9]2[O:13][N:12]=[C:11]([C:14]([OH:16])=O)[CH:10]=2)=[CH:4][CH:3]=1.C(N(CC)CC)C.Cl.C(N=C=NCCCN(C)C)C.ON1C2C=CC=CC=2N=N1.[O:48]1[CH2:52][CH2:51][CH:50]([CH2:53][NH2:54])[CH2:49]1, predict the reaction product.